From a dataset of Forward reaction prediction with 1.9M reactions from USPTO patents (1976-2016). Predict the product of the given reaction. (1) Given the reactants [C:1]([CH2:3][C:4]1([N:8]2[CH:12]=[C:11]([C:13]3[CH:18]=[N:17][N:16]4[C:19]([C:22]5[CH:23]=[C:24]([NH:28][C:29]([NH:31][CH2:32][C:33]([F:36])([F:35])[F:34])=[O:30])[CH:25]=[CH:26][CH:27]=5)=[CH:20][N:21]=[C:15]4[CH:14]=3)[CH:10]=[N:9]2)[CH2:7][NH:6][CH2:5]1)#[N:2].[N:37]1([C:42](Cl)=[O:43])[CH2:41][CH2:40][CH2:39][CH2:38]1, predict the reaction product. The product is: [C:1]([CH2:3][C:4]1([N:8]2[CH:12]=[C:11]([C:13]3[CH:18]=[N:17][N:16]4[C:19]([C:22]5[CH:23]=[C:24]([NH:28][C:29]([NH:31][CH2:32][C:33]([F:35])([F:36])[F:34])=[O:30])[CH:25]=[CH:26][CH:27]=5)=[CH:20][N:21]=[C:15]4[CH:14]=3)[CH:10]=[N:9]2)[CH2:5][N:6]([C:42]([N:37]2[CH2:41][CH2:40][CH2:39][CH2:38]2)=[O:43])[CH2:7]1)#[N:2]. (2) Given the reactants [CH3:1][C:2]1[C:10]2[C:9](=[O:11])[NH:8][C:7]([S:12][CH2:13][CH2:14][CH2:15][N:16]3[CH2:21][CH2:20][N:19]([C:22]4[CH:27]=[CH:26][CH:25]=[CH:24][N:23]=4)[CH2:18][CH2:17]3)=[N:6][C:5]=2[S:4][C:3]=1C(O)=O.C([N:33](CC)CC)C.C1C=CC(P(N=[N+]=[N-])(C2C=CC=CC=2)=O)=CC=1, predict the reaction product. The product is: [NH2:33][C:3]1[S:4][C:5]2[N:6]=[C:7]([S:12][CH2:13][CH2:14][CH2:15][N:16]3[CH2:17][CH2:18][N:19]([C:22]4[CH:27]=[CH:26][CH:25]=[CH:24][N:23]=4)[CH2:20][CH2:21]3)[NH:8][C:9](=[O:11])[C:10]=2[C:2]=1[CH3:1]. (3) Given the reactants Cl[C:2]1[C:7]([Cl:8])=[CH:6][C:5]([C:9]([F:12])([F:11])[F:10])=[CH:4][N:3]=1.[CH3:13][N:14]1[C:22]2[C:17](=[CH:18][C:19]([CH2:23][NH:24][S:25]([C:28]3[CH:37]=[CH:36][C:31]([C:32]([O:34][CH3:35])=[O:33])=[CH:30][CH:29]=3)(=[O:27])=[O:26])=[CH:20][CH:21]=2)[CH:16]=[CH:15]1, predict the reaction product. The product is: [Cl:8][C:7]1[C:2]([N:24]([CH2:23][C:19]2[CH:18]=[C:17]3[C:22](=[CH:21][CH:20]=2)[N:14]([CH3:13])[CH:15]=[CH:16]3)[S:25]([C:28]2[CH:29]=[CH:30][C:31]([C:32]([O:34][CH3:35])=[O:33])=[CH:36][CH:37]=2)(=[O:26])=[O:27])=[N:3][CH:4]=[C:5]([C:9]([F:12])([F:11])[F:10])[CH:6]=1.